Dataset: Catalyst prediction with 721,799 reactions and 888 catalyst types from USPTO. Task: Predict which catalyst facilitates the given reaction. (1) Reactant: CN1CCOCC1.[C:8]([O:12][C:13]([N:15]1[CH2:19][CH2:18][CH2:17][C@@H:16]1[CH2:20][C:21](O)=[O:22])=[O:14])([CH3:11])([CH3:10])[CH3:9].ClC(OCC(C)C)=O.[BH4-].[Na+]. Product: [C:8]([O:12][C:13]([N:15]1[CH2:19][CH2:18][CH2:17][C@@H:16]1[CH2:20][CH2:21][OH:22])=[O:14])([CH3:11])([CH3:10])[CH3:9]. The catalyst class is: 54. (2) Reactant: [Br:1][C:2]1[CH:7]=[CH:6][C:5]([C:8]([CH:10]2[CH2:12][CH2:11]2)=[O:9])=[CH:4][CH:3]=1.C[Si]([C:17]([F:20])([F:19])[F:18])(C)C.[F-].C([N+](CCCC)(CCCC)CCCC)CCC. Product: [Br:1][C:2]1[CH:3]=[CH:4][C:5]([C:8]([CH:10]2[CH2:11][CH2:12]2)([OH:9])[C:17]([F:20])([F:19])[F:18])=[CH:6][CH:7]=1. The catalyst class is: 7. (3) Reactant: Br[CH2:2][C:3]1[CH:8]=[CH:7][C:6]([B:9]2[O:13][C:12]([CH3:15])([CH3:14])[C:11]([CH3:17])([CH3:16])[O:10]2)=[CH:5][CH:4]=1.[CH3:18][S-:19].[Na+]. Product: [CH3:16][C:11]1([CH3:17])[C:12]([CH3:15])([CH3:14])[O:13][B:9]([C:6]2[CH:7]=[CH:8][C:3]([CH2:2][S:19][CH3:18])=[CH:4][CH:5]=2)[O:10]1. The catalyst class is: 9. (4) Reactant: [Br:1][C:2]1[CH:9]=[CH:8][C:5]([CH2:6]Br)=[CH:4][CH:3]=1.[NH:10]1[CH2:14][CH2:13][CH2:12][CH2:11]1.Cl. Product: [Br:1][C:2]1[CH:9]=[CH:8][C:5]([CH2:6][N:10]2[CH2:14][CH2:13][CH2:12][CH2:11]2)=[CH:4][CH:3]=1. The catalyst class is: 1.